This data is from Forward reaction prediction with 1.9M reactions from USPTO patents (1976-2016). The task is: Predict the product of the given reaction. Given the reactants C([O:5][C:6](=[O:40])[CH2:7][CH2:8][CH2:9][CH2:10][CH2:11][CH2:12][CH2:13][CH2:14][CH2:15][CH2:16][CH2:17][CH2:18][CH2:19][CH2:20][N:21]([B:37]([OH:39])[OH:38])[S:22]([C:25]1[CH:30]=[CH:29][C:28]([CH:31]([C:33]([CH3:36])([CH3:35])[CH3:34])[CH3:32])=[CH:27][CH:26]=1)(=[O:24])=[O:23])(C)(C)C.FC(F)(F)C(O)=O, predict the reaction product. The product is: [CH:31]([C:28]1[CH:29]=[CH:30][C:25]([S:22]([N:21]([B:37]([OH:38])[OH:39])[CH2:20][CH2:19][CH2:18][CH2:17][CH2:16][CH2:15][CH2:14][CH2:13][CH2:12][CH2:11][CH2:10][CH2:9][CH2:8][CH2:7][C:6]([OH:40])=[O:5])(=[O:24])=[O:23])=[CH:26][CH:27]=1)([C:33]([CH3:36])([CH3:35])[CH3:34])[CH3:32].